From a dataset of Experimentally validated miRNA-target interactions with 360,000+ pairs, plus equal number of negative samples. Binary Classification. Given a miRNA mature sequence and a target amino acid sequence, predict their likelihood of interaction. (1) The miRNA is hsa-miR-7156-5p with sequence UUGUUCUCAAACUGGCUGUCAGA. Result: 0 (no interaction). The protein sequence of the target gene is MSGPTWLPPKQPEPARAPQGRAIPRGTPGPPPAHGAALQPHPRVNFCPLPSEQCYQAPGGPEDRGPAWVGSHGVLQHTQGLPADRGGLRPGSLDAEIDLLSSTLAELNGGRGHASRRPDRQAYEPPPPPAYRTGSLKPNPASPLPASPYGGPTPASYTTASTPAGPAFPVQVKVAQPVRGCGPPRRGASQASGPLPGPHFPLPGRGEVWGPGYRSQREPGPGAKEEAAGVSGPAGRGRGGEHGPQVPLSQPPEDELDRLTKKLVHDMNHPPSGEYFGQCGGCGEDVVGDGAGVVALDRVF.... (2) The miRNA is hsa-miR-548av-3p with sequence AAAACUGCAGUUACUUUUGC. The protein sequence of the target gene is MSSRVGDLSPQQQEALARFRENLQDLLPILPNADDYFLLRWLRARNFDLQKSEDMLRRHMEFRKQQDLDNIVTWQPPEVIQLYDSGGLCGYDYEGCPVYFNIIGSLDPKGLLLSASKQDMIRKRIKVCELLLHECELQTQKLGRKIEMALMVFDMEGLSLKHLWKPAVEVYQQFFSILEANYPETLKNLIVIRAPKLFPVAFNLVKSFMSEETRRKIVILGDNWKQELTKFISPDQLPVEFGGTMTDPDGNPKCLTKINYGGEVPKSYYLCEQVRLQYEHTRSVGRGSSLQVENEILFPG.... Result: 1 (interaction). (3) The miRNA is rno-miR-93-5p with sequence CAAAGUGCUGUUCGUGCAGGUAG. The protein sequence of the target gene is MGKCSGRCTLVAFCCLQLVAALQRQIFDFLGYQWAPILANFLHIMAVILGIFGTVQYRSRYLILYAAWLVLWVGWNAFIICFYLEVGQLSQDRDFIMTFNTSLHRSWWMENGPGCLVTPVLNSRLALEDHHVISVTGCLLDYPYIEALSSALQIFLALFGFVFACYVSKVFLEEEDSFDFIGGFDSYGYQAPQKTSHLQLQPLYTSG. Result: 0 (no interaction).